From a dataset of NCI-60 drug combinations with 297,098 pairs across 59 cell lines. Regression. Given two drug SMILES strings and cell line genomic features, predict the synergy score measuring deviation from expected non-interaction effect. (1) Drug 1: CC(C)(C#N)C1=CC(=CC(=C1)CN2C=NC=N2)C(C)(C)C#N. Drug 2: CC(C)NC(=O)C1=CC=C(C=C1)CNNC.Cl. Cell line: UACC62. Synergy scores: CSS=-0.198, Synergy_ZIP=1.95, Synergy_Bliss=2.51, Synergy_Loewe=0.510, Synergy_HSA=0.599. (2) Synergy scores: CSS=19.6, Synergy_ZIP=2.79, Synergy_Bliss=0.640, Synergy_Loewe=-0.464, Synergy_HSA=-0.235. Drug 2: CC(C)CN1C=NC2=C1C3=CC=CC=C3N=C2N. Drug 1: CC12CCC3C(C1CCC2=O)CC(=C)C4=CC(=O)C=CC34C. Cell line: OVCAR-4. (3) Drug 1: COC1=CC(=CC(=C1O)OC)C2C3C(COC3=O)C(C4=CC5=C(C=C24)OCO5)OC6C(C(C7C(O6)COC(O7)C8=CC=CS8)O)O. Drug 2: CC1C(C(CC(O1)OC2CC(CC3=C2C(=C4C(=C3O)C(=O)C5=C(C4=O)C(=CC=C5)OC)O)(C(=O)CO)O)N)O.Cl. Cell line: HCT116. Synergy scores: CSS=41.3, Synergy_ZIP=-8.73, Synergy_Bliss=-15.3, Synergy_Loewe=-13.9, Synergy_HSA=-9.89. (4) Drug 1: CC1=CC=C(C=C1)C2=CC(=NN2C3=CC=C(C=C3)S(=O)(=O)N)C(F)(F)F. Drug 2: CC12CCC3C(C1CCC2O)C(CC4=C3C=CC(=C4)O)CCCCCCCCCS(=O)CCCC(C(F)(F)F)(F)F. Cell line: NCI-H522. Synergy scores: CSS=-0.0785, Synergy_ZIP=6.36, Synergy_Bliss=2.69, Synergy_Loewe=-2.26, Synergy_HSA=-0.612. (5) Drug 1: C1C(C(OC1N2C=C(C(=O)NC2=O)F)CO)O. Cell line: NCI-H460. Synergy scores: CSS=70.9, Synergy_ZIP=3.77, Synergy_Bliss=2.42, Synergy_Loewe=0.908, Synergy_HSA=5.46. Drug 2: CC1=C(C(=O)C2=C(C1=O)N3CC4C(C3(C2COC(=O)N)OC)N4)N.